Dataset: Forward reaction prediction with 1.9M reactions from USPTO patents (1976-2016). Task: Predict the product of the given reaction. (1) Given the reactants [CH:1]([C:3]1[CH:4]=[C:5]([CH:10]=[CH:11][CH:12]=1)[C:6]([O:8][CH3:9])=[O:7])=O.C(OC1C=CC(C(F)(F)F)=CC=1C1[S:31][C:30]([NH:32][C:33](=[O:42])[C:34]2[C:39]([F:40])=[CH:38][CH:37]=[CH:36][C:35]=2[F:41])=[N:29][C:28]=1[C:43]([O:45][CH3:46])=[O:44])C=C, predict the reaction product. The product is: [F:41][C:35]1[CH:36]=[CH:37][CH:38]=[C:39]([F:40])[C:34]=1[C:33]([NH:32][C:30]1[S:31][C:1]([C:3]2[CH:12]=[CH:11][CH:10]=[C:5]([C:6]([O:8][CH3:9])=[O:7])[CH:4]=2)=[C:28]([C:43]([O:45][CH3:46])=[O:44])[N:29]=1)=[O:42]. (2) Given the reactants N[CH:2](C1C=CC(OC)=C(OC)C=1)CC(O)=O.[NH2:17][CH:18]([C:23]1[CH:28]=[CH:27][C:26]([O:29][CH3:30])=[C:25]([O:31][CH:32]2[CH2:36][CH2:35][CH2:34][CH2:33]2)[CH:24]=1)[CH2:19][C:20]([OH:22])=[O:21], predict the reaction product. The product is: [NH2:17][CH:18]([C:23]1[CH:28]=[CH:27][C:26]([O:29][CH3:30])=[C:25]([O:31][CH:32]2[CH2:33][CH2:34][CH2:35][CH2:36]2)[CH:24]=1)[CH2:19][C:20]([O:22][CH3:2])=[O:21]. (3) Given the reactants [O:1]=[C:2]1[CH2:10][C:9]2[C:4](=[CH:5][CH:6]=[C:7]([C:11]#[N:12])[CH:8]=2)[NH:3]1.Cl[C:14]1[N:19]=[C:18]2[CH2:20][N:21]([C:23]([O:25][C:26]([CH3:29])([CH3:28])[CH3:27])=[O:24])[CH2:22][C:17]2=[CH:16][CH:15]=1.C([O-])([O-])=O.[K+].[K+].CC(C1C=C(C(C)C)C(C2C=CC=CC=2P(C2CCCCC2)C2CCCCC2)=C(C(C)C)C=1)C, predict the reaction product. The product is: [C:11]([C:7]1[CH:8]=[C:9]2[C:4](=[CH:5][CH:6]=1)[NH:3][C:2](=[O:1])[CH:10]2[C:14]1[N:19]=[C:18]2[CH2:20][N:21]([C:23]([O:25][C:26]([CH3:29])([CH3:28])[CH3:27])=[O:24])[CH2:22][C:17]2=[CH:16][CH:15]=1)#[N:12]. (4) Given the reactants Br[C:2]1[C:3]([F:9])=[C:4]([CH:6]=[CH:7][CH:8]=1)[NH2:5].[Cl:10][C:11]1[CH:16]=[CH:15][CH:14]=[CH:13][C:12]=1B(O)O.C([O-])([O-])=O.[K+].[K+].O1CCOCC1, predict the reaction product. The product is: [ClH:10].[Cl:10][C:11]1[CH:16]=[CH:15][CH:14]=[CH:13][C:12]=1[C:2]1[CH:8]=[CH:7][CH:6]=[C:4]([NH2:5])[C:3]=1[F:9]. (5) Given the reactants [OH-].[Na+].[NH2:3][C@@H:4]([C:9]([OH:11])=[O:10])[C:5]([CH3:8])([CH3:7])[CH3:6].[OH-].[NH4+].N, predict the reaction product. The product is: [NH2:3][CH:4]([C:9]([OH:11])=[O:10])[C:5]([CH3:8])([CH3:7])[CH3:6]. (6) Given the reactants [Cl:1][C:2]1[CH:7]=[CH:6][CH:5]=[CH:4][C:3]=1[C:8]1[C:16]2[O:15][CH:14]([CH2:17][NH2:18])[CH2:13][C:12]=2[CH:11]=[C:10]([F:19])[CH:9]=1.C(N(C(C)C)CC)(C)C.Cl[C:30]([O:32][CH2:33][C:34]1[CH:39]=[CH:38][CH:37]=[CH:36][CH:35]=1)=[O:31].C1(C2C3OC(CNC(=O)OCC4C=CC=CC=4)CC=3C=CC=2)CCCC1, predict the reaction product. The product is: [CH2:33]([O:32][C:30](=[O:31])[NH:18][CH2:17][CH:14]1[CH2:13][C:12]2[CH:11]=[C:10]([F:19])[CH:9]=[C:8]([C:3]3[CH:4]=[CH:5][CH:6]=[CH:7][C:2]=3[Cl:1])[C:16]=2[O:15]1)[C:34]1[CH:39]=[CH:38][CH:37]=[CH:36][CH:35]=1. (7) Given the reactants [Br:1][C:2]1[CH:3]=[N:4][C:5]([O:8]N2C3=NC=CC=C3N=N2)=[N:6][CH:7]=1.[I:18][C:19]1[CH:24]=[CH:23][C:22](B(O)O)=[CH:21][CH:20]=1.C([O-])([O-])=O.[Cs+].[Cs+], predict the reaction product. The product is: [Br:1][C:2]1[CH:7]=[N:6][C:5]([O:8][C:22]2[CH:23]=[CH:24][C:19]([I:18])=[CH:20][CH:21]=2)=[N:4][CH:3]=1. (8) Given the reactants Br[C:2]1[C:7]([O:8][CH2:9][CH2:10][O:11][Si](C(C)(C)C)(C)C)=[CH:6][CH:5]=[CH:4][N:3]=1.[O-:19][CH2:20][CH3:21].[Na+], predict the reaction product. The product is: [CH2:20]([O:19][C:2]1[C:7]([O:8][CH2:9][CH2:10][OH:11])=[CH:6][CH:5]=[CH:4][N:3]=1)[CH3:21]. (9) Given the reactants Cl[C:2](Cl)([O:4]C(=O)OC(Cl)(Cl)Cl)Cl.[NH2:13][C:14]1[CH:15]=[CH:16][C:17]([CH3:20])=[N:18][CH:19]=1.C(N(C(C)C)CC)(C)C.[C:30]([O:34][C:35]([N:37]1[CH2:41][CH2:40][C@@H:39]([O:42][C:43]2[CH:48]=[C:47]([F:49])[CH:46]=[C:45]([NH2:50])[CH:44]=2)[CH2:38]1)=[O:36])([CH3:33])([CH3:32])[CH3:31], predict the reaction product. The product is: [C:30]([O:34][C:35]([N:37]1[CH2:41][CH2:40][CH:39]([O:42][C:43]2[CH:44]=[C:45]([NH:50][C:2]([NH:13][C:14]3[CH:19]=[N:18][C:17]([CH3:20])=[CH:16][CH:15]=3)=[O:4])[CH:46]=[C:47]([F:49])[CH:48]=2)[CH2:38]1)=[O:36])([CH3:33])([CH3:31])[CH3:32]. (10) Given the reactants [CH2:1]([N:3]1[C:7]2=[N:8][C:9]([CH2:32][CH3:33])=[C:10]([CH2:19][NH:20][C:21]([C:23]3[CH:24]=[C:25]([CH:29]=[CH:30][CH:31]=3)[C:26](O)=[O:27])=[O:22])[C:11]([NH:12][CH:13]3[CH2:18][CH2:17][O:16][CH2:15][CH2:14]3)=[C:6]2[CH:5]=[N:4]1)[CH3:2].CN(C(ON1N=NC2C=CC=CC1=2)=[N+](C)C)C.F[P-](F)(F)(F)(F)F.[Br:58][C:59]1[CH:60]=[C:61]([CH:64]=[C:65]([Cl:67])[CH:66]=1)[CH2:62][NH2:63], predict the reaction product. The product is: [Br:58][C:59]1[CH:60]=[C:61]([CH2:62][NH:63][C:26]([C:25]2[CH:29]=[CH:30][CH:31]=[C:23]([C:21]([NH:20][CH2:19][C:10]3[C:11]([NH:12][CH:13]4[CH2:14][CH2:15][O:16][CH2:17][CH2:18]4)=[C:6]4[CH:5]=[N:4][N:3]([CH2:1][CH3:2])[C:7]4=[N:8][C:9]=3[CH2:32][CH3:33])=[O:22])[CH:24]=2)=[O:27])[CH:64]=[C:65]([Cl:67])[CH:66]=1.